Dataset: Full USPTO retrosynthesis dataset with 1.9M reactions from patents (1976-2016). Task: Predict the reactants needed to synthesize the given product. (1) Given the product [Br:1][C:2]1[CH:3]=[N:4][C:5]2[N:6]([N:8]=[C:9]([C:11]([N:16]3[CH2:17][CH2:18][C:19]4[C:24](=[C:23]([C:25]5[O:26][C:27]([CH3:30])=[CH:28][CH:29]=5)[CH:22]=[CH:21][CH:20]=4)[CH:15]3[CH3:14])=[O:13])[CH:10]=2)[CH:7]=1, predict the reactants needed to synthesize it. The reactants are: [Br:1][C:2]1[CH:3]=[N:4][C:5]2[N:6]([N:8]=[C:9]([C:11]([OH:13])=O)[CH:10]=2)[CH:7]=1.[CH3:14][CH:15]1[C:24]2[C:19](=[CH:20][CH:21]=[CH:22][C:23]=2[C:25]2[O:26][C:27]([CH3:30])=[CH:28][CH:29]=2)[CH2:18][CH2:17][NH:16]1. (2) The reactants are: [F:1][C:2]1[CH:3]=[C:4]([CH:23]=[CH:24][C:25]=1[F:26])[O:5][C:6]1[N:11]=[CH:10][C:9]([CH:12](C(OCC)=O)[C:13]([O:15]CC)=[O:14])=[CH:8][CH:7]=1.[OH-].[K+]. Given the product [F:1][C:2]1[CH:3]=[C:4]([CH:23]=[CH:24][C:25]=1[F:26])[O:5][C:6]1[N:11]=[CH:10][C:9]([CH2:12][C:13]([OH:15])=[O:14])=[CH:8][CH:7]=1, predict the reactants needed to synthesize it.